The task is: Predict the reaction yield, written as a fraction of the theoretical maximum amount of product (1.0 means a 100% yield; for example, 0.34 means a 34% yield).. This data is from Reaction yield outcomes from USPTO patents with 853,638 reactions. The reactants are CS(O[C@H:6]1[CH2:11][CH2:10][C@H:9]([NH:12][C:13]([O:15][C:16]([CH3:19])([CH3:18])[CH3:17])=[O:14])[CH2:8][CH2:7]1)(=O)=O.CCN(C(C)C)C(C)C.[F:29][C:30]([F:39])([F:38])[C:31]1[CH:32]=[C:33]([SH:37])[CH:34]=[CH:35][CH:36]=1. The catalyst is CC#N. The product is [F:39][C:30]([F:29])([F:38])[C:31]1[CH:32]=[C:33]([S:37][C@@H:6]2[CH2:7][CH2:8][C@H:9]([NH:12][C:13](=[O:14])[O:15][C:16]([CH3:17])([CH3:18])[CH3:19])[CH2:10][CH2:11]2)[CH:34]=[CH:35][CH:36]=1. The yield is 0.250.